Dataset: Catalyst prediction with 721,799 reactions and 888 catalyst types from USPTO. Task: Predict which catalyst facilitates the given reaction. Reactant: Cl[C:2]1[N:7]([CH3:8])[C:6](=[O:9])[CH:5]=[C:4]([C:10]2[CH:15]=[CH:14][N:13]=[CH:12][N:11]=2)[N:3]=1.C([N:18]([CH2:21][CH3:22])[CH2:19][CH3:20])C. Product: [CH3:8][N:7]1[C:6](=[O:9])[CH:5]=[C:4]([C:10]2[CH:15]=[CH:14][N:13]=[CH:12][N:11]=2)[N:3]=[C:2]1[N:18]1[C@@H:19]2[CH2:20][CH2:10][CH2:4][CH2:5][C@H:6]2[O:9][CH2:22][CH2:21]1. The catalyst class is: 7.